Dataset: Full USPTO retrosynthesis dataset with 1.9M reactions from patents (1976-2016). Task: Predict the reactants needed to synthesize the given product. (1) The reactants are: [CH:1]1([CH2:6][C@@H:7]([C:19]([NH:21][NH:22][C:23]2[C:28]([F:29])=[C:27]([N:30]([CH3:38])[CH2:31][C:32]3[CH:37]=[CH:36][N:35]=[CH:34][CH:33]=3)[N:26]=[C:25]([CH3:39])[N:24]=2)=[O:20])[CH2:8][N:9]([O:12]C2CCCCO2)[CH:10]=[O:11])[CH2:5][CH2:4][CH2:3][CH2:2]1. Given the product [CH:1]1([CH2:6][C@@H:7]([C:19]([NH:21][NH:22][C:23]2[C:28]([F:29])=[C:27]([N:30]([CH3:38])[CH2:31][C:32]3[CH:37]=[CH:36][N:35]=[CH:34][CH:33]=3)[N:26]=[C:25]([CH3:39])[N:24]=2)=[O:20])[CH2:8][N:9]([OH:12])[CH:10]=[O:11])[CH2:5][CH2:4][CH2:3][CH2:2]1, predict the reactants needed to synthesize it. (2) Given the product [NH2:1][CH2:2][C@H:3]1[CH2:8][CH2:7][C@H:6]([NH:9][C:10]2[CH:15]=[C:14]([C:16]3[CH:21]=[CH:20][CH:19]=[C:18]([NH:32][CH2:31][C:27]4[CH:28]=[CH:29][CH:30]=[C:25]([F:24])[CH:26]=4)[N:17]=3)[C:13]([Cl:23])=[CH:12][N:11]=2)[CH2:5][CH2:4]1, predict the reactants needed to synthesize it. The reactants are: [NH2:1][CH2:2][C@H:3]1[CH2:8][CH2:7][C@H:6]([NH:9][C:10]2[CH:15]=[C:14]([C:16]3[CH:21]=[CH:20][CH:19]=[C:18](F)[N:17]=3)[C:13]([Cl:23])=[CH:12][N:11]=2)[CH2:5][CH2:4]1.[F:24][C:25]1[CH:26]=[C:27]([CH2:31][NH2:32])[CH:28]=[CH:29][CH:30]=1. (3) Given the product [CH2:4]([O:11][C:12]([N:14]1[CH2:18][C@H:17]([CH:19]=[CH2:30])[C@H:16]([NH:21][C:22]([O:24][C:25]([CH3:28])([CH3:27])[CH3:26])=[O:23])[CH2:15]1)=[O:13])[C:5]1[CH:10]=[CH:9][CH:8]=[CH:7][CH:6]=1, predict the reactants needed to synthesize it. The reactants are: ICI.[CH2:4]([O:11][C:12]([N:14]1[CH2:18][C@H:17]([CH:19]=O)[C@H:16]([NH:21][C:22]([O:24][C:25]([CH3:28])([CH3:27])[CH3:26])=[O:23])[CH2:15]1)=[O:13])[C:5]1[CH:10]=[CH:9][CH:8]=[CH:7][CH:6]=1.Cl.[CH2:30](OCC)C. (4) Given the product [I:11][C:10]1[CH:3]2[CH:4]([N:5]=[CH:6][N:7]=[C:2]2[NH:16][CH3:15])[N:8]([CH:12]([CH3:14])[CH3:13])[CH:9]=1, predict the reactants needed to synthesize it. The reactants are: Cl[C:2]1[CH:3]2[C:10]([I:11])=[CH:9][N:8]([CH:12]([CH3:14])[CH3:13])[CH:4]2[N:5]=[CH:6][N:7]=1.[CH3:15][NH2:16].